From a dataset of HIV replication inhibition screening data with 41,000+ compounds from the AIDS Antiviral Screen. Binary Classification. Given a drug SMILES string, predict its activity (active/inactive) in a high-throughput screening assay against a specified biological target. (1) The molecule is CC1=CC2CCC1(C)CC2=C(C)OC=O. The result is 0 (inactive). (2) The molecule is COc1ccc(C2OC(N)=C(C#N)C3=C2C(C)CCC3)cc1OC. The result is 1 (active). (3) The result is 0 (inactive). The drug is Cc1[nH]c2cc([N+](=O)[O-])c([N+](=O)[O-])cc2c1[N+](=O)[O-]. (4) The drug is COC12OCCN(C)C1=CC(=O)C1(C)N=NCC12. The result is 0 (inactive). (5) The drug is Nc1c(C(=O)Nc2ccc(C3=NCCN3)cc2)cccc1C(=O)Nc1ccc(C2=NCCN2)cc1. The result is 0 (inactive).